The task is: Regression. Given a peptide amino acid sequence and an MHC pseudo amino acid sequence, predict their binding affinity value. This is MHC class I binding data.. This data is from Peptide-MHC class I binding affinity with 185,985 pairs from IEDB/IMGT. The binding affinity (normalized) is 0. The peptide sequence is FPVKPQVPL. The MHC is HLA-B44:02 with pseudo-sequence HLA-B44:02.